This data is from Full USPTO retrosynthesis dataset with 1.9M reactions from patents (1976-2016). The task is: Predict the reactants needed to synthesize the given product. (1) The reactants are: [Cl:1][C:2]1[CH:3]=[C:4]([C:9]2([C:27]([F:30])([F:29])[F:28])[CH2:13][CH2:12][N:11]([C:14]3[CH:23]=[CH:22][C:17]([C:18]([O:20]C)=[O:19])=[C:16]([N+:24]([O-:26])=[O:25])[CH:15]=3)[CH2:10]2)[CH:5]=[C:6]([Cl:8])[CH:7]=1.[OH-].[Na+].Cl. Given the product [Cl:8][C:6]1[CH:5]=[C:4]([C:9]2([C:27]([F:29])([F:30])[F:28])[CH2:13][CH2:12][N:11]([C:14]3[CH:23]=[CH:22][C:17]([C:18]([OH:20])=[O:19])=[C:16]([N+:24]([O-:26])=[O:25])[CH:15]=3)[CH2:10]2)[CH:3]=[C:2]([Cl:1])[CH:7]=1, predict the reactants needed to synthesize it. (2) Given the product [OH:42][CH2:39][C:40]([N:36]1[CH2:37][CH2:38][CH:33]([O:32][C:27]2[CH:26]=[CH:25][C:24]([C:20]3[N:19]=[C:18]([NH:17][C:14]4[CH:13]=[CH:12][C:11]([N:8]5[CH2:7][CH2:6][N:5]([CH:3]6[CH2:4][O:1][CH2:2]6)[CH2:10][CH2:9]5)=[CH:16][CH:15]=4)[N:23]=[CH:22][N:21]=3)=[CH:31][C:28]=2[C:29]#[N:30])[CH2:34][CH2:35]1)=[O:41], predict the reactants needed to synthesize it. The reactants are: [O:1]1[CH2:4][CH:3]([N:5]2[CH2:10][CH2:9][N:8]([C:11]3[CH:16]=[CH:15][C:14]([NH:17][C:18]4[N:23]=[CH:22][N:21]=[C:20]([C:24]5[CH:25]=[CH:26][C:27]([O:32][CH:33]6[CH2:38][CH2:37][NH:36][CH2:35][CH2:34]6)=[C:28]([CH:31]=5)[C:29]#[N:30])[N:19]=4)=[CH:13][CH:12]=3)[CH2:7][CH2:6]2)[CH2:2]1.[C:39](O)(=[O:42])[CH2:40][OH:41].C(N(CC)C(C)C)(C)C.CN(C(ON1N=NC2C=CC=NC1=2)=[N+](C)C)C.F[P-](F)(F)(F)(F)F. (3) Given the product [NH2:1][C:2]1[N:7]([CH3:8])[C:6](=[O:9])[C:5]([CH3:10])([CH3:11])[C@:4]([C:13]2[CH:18]=[C:17]([NH:19][CH:23]([CH3:24])[C:22]([F:27])([F:26])[F:21])[CH:16]=[CH:15][C:14]=2[F:20])([CH3:12])[N:3]=1, predict the reactants needed to synthesize it. The reactants are: [NH2:1][C:2]1[N:7]([CH3:8])[C:6](=[O:9])[C:5]([CH3:11])([CH3:10])[C@:4]([C:13]2[CH:18]=[C:17]([NH2:19])[CH:16]=[CH:15][C:14]=2[F:20])([CH3:12])[N:3]=1.[F:21][C:22]([F:27])([F:26])[C:23](=O)[CH3:24].[B][B][B][B][B][B][B][B][B][B]. (4) Given the product [F:27][C:2]([F:1])([F:26])[C:3]1[N:7]2[N:8]=[C:9]([O:16][CH2:17][C:18]3[N:23]=[C:22]([CH:24]=[O:25])[CH:21]=[CH:20][CH:19]=3)[C:10]3[C:15]([C:6]2=[N:5][N:4]=1)=[CH:14][CH:13]=[CH:12][CH:11]=3, predict the reactants needed to synthesize it. The reactants are: [F:1][C:2]([F:27])([F:26])[C:3]1[N:7]2[N:8]=[C:9]([O:16][CH2:17][C:18]3[N:23]=[C:22]([CH2:24][OH:25])[CH:21]=[CH:20][CH:19]=3)[C:10]3[C:15]([C:6]2=[N:5][N:4]=1)=[CH:14][CH:13]=[CH:12][CH:11]=3.CC(OI1(OC(C)=O)(OC(C)=O)OC(=O)C2C=CC=CC1=2)=O. (5) Given the product [CH3:42][C:38]1[N:37]=[C:36]([C:28](=[O:44])[CH2:10][C:8]2[CH:7]=[CH:6][C:5]3[N:4]([N:3]=[CH:2][N:1]=3)[CH:9]=2)[CH:41]=[CH:40][CH:39]=1, predict the reactants needed to synthesize it. The reactants are: [N:1]1[CH:2]=[N:3][N:4]2[CH:9]=[C:8]([CH:10]=O)[CH:7]=[CH:6][C:5]=12.C1(OP([CH:28]([C:36]2[CH:41]=[CH:40][CH:39]=[C:38]([CH3:42])[N:37]=2)NC2C=CC=CC=2)(=O)OC2C=CC=CC=2)C=CC=CC=1.C([O-])([O-])=[O:44].[Cs+].[Cs+].Cl. (6) Given the product [Cl:12][C:13]1[C:22]([Cl:23])=[CH:21][CH:20]=[CH:19][C:14]=1[CH:15]([N:16]([CH3:18])[CH3:17])[C:4]1[C:5]2[C:10](=[CH:9][CH:8]=[CH:7][CH:6]=2)[N:2]([CH3:1])[CH:3]=1, predict the reactants needed to synthesize it. The reactants are: [CH3:1][N:2]1[C:10]2[C:5](=[CH:6][CH:7]=[CH:8][CH:9]=2)[CH:4]=[CH:3]1.[Cl-].[Cl:12][C:13]1[C:22]([Cl:23])=[CH:21][CH:20]=[CH:19][C:14]=1[CH:15]=[N+:16]([CH3:18])[CH3:17].ClC1C(Cl)=CC=CC=1C=O.CNC.